Dataset: Full USPTO retrosynthesis dataset with 1.9M reactions from patents (1976-2016). Task: Predict the reactants needed to synthesize the given product. The reactants are: [CH2:1]([O:8][C:9](=[O:35])[C@@H:10]([NH:20][C:21](=[O:34])[C@@H:22]([NH:26][C:27]([O:29]C(C)(C)C)=O)[CH:23]1[CH2:25][CH2:24]1)[CH2:11][C:12]1[CH:17]=[CH:16][C:15]([O:18][CH3:19])=[CH:14][CH:13]=1)[C:2]1[CH:7]=[CH:6][CH:5]=[CH:4][CH:3]=1.FC(F)(F)C(O)=O.C(N(CC)C(C)C)(C)C.[CH2:52]1[C:60]2[C:55](=[CH:56][CH:57]=[CH:58][CH:59]=2)[CH2:54][CH:53]1C(O)=O.CN(C(ON1N=NC2C=CC=NC1=2)=[N+](C)C)C.F[P-](F)(F)(F)(F)F. Given the product [CH2:1]([O:8][C:9](=[O:35])[C@@H:10]([NH:20][C:21](=[O:34])[C@H:22]([CH:23]1[CH2:25][CH2:24]1)[NH:26][C:27]([CH:53]1[CH2:52][C:60]2[C:55](=[CH:56][CH:57]=[CH:58][CH:59]=2)[CH2:54]1)=[O:29])[CH2:11][C:12]1[CH:13]=[CH:14][C:15]([O:18][CH3:19])=[CH:16][CH:17]=1)[C:2]1[CH:3]=[CH:4][CH:5]=[CH:6][CH:7]=1, predict the reactants needed to synthesize it.